This data is from Full USPTO retrosynthesis dataset with 1.9M reactions from patents (1976-2016). The task is: Predict the reactants needed to synthesize the given product. (1) Given the product [Br:18][C:19]1[CH:20]=[C:21]([S:26]([NH:8][C:7]2[CH:9]=[CH:10][CH:11]=[CH:12][C:6]=2[O:5][C:4]2[CH:13]=[CH:14][C:15]([Cl:17])=[CH:16][C:3]=2[Cl:2])(=[O:28])=[O:27])[CH:22]=[N:23][C:24]=1[Cl:25], predict the reactants needed to synthesize it. The reactants are: Cl.[Cl:2][C:3]1[CH:16]=[C:15]([Cl:17])[CH:14]=[CH:13][C:4]=1[O:5][C:6]1[CH:12]=[CH:11][CH:10]=[CH:9][C:7]=1[NH2:8].[Br:18][C:19]1[CH:20]=[C:21]([S:26](Cl)(=[O:28])=[O:27])[CH:22]=[N:23][C:24]=1[Cl:25]. (2) Given the product [CH3:22][O:21][CH2:20][CH2:19][CH2:18][N:8]1[C:7]2[CH:6]=[C:5]([CH2:3][OH:2])[CH:17]=[CH:16][C:15]=2[C:14]2[C:9]1=[CH:10][CH:11]=[CH:12][CH:13]=2, predict the reactants needed to synthesize it. The reactants are: C[O:2][C:3]([C:5]1[CH:17]=[CH:16][C:15]2[C:14]3[C:9](=[CH:10][CH:11]=[CH:12][CH:13]=3)[N:8]([CH2:18][CH2:19][CH2:20][O:21][CH3:22])[C:7]=2[CH:6]=1)=O.[H-].[Al+3].[Li+].[H-].[H-].[H-]. (3) Given the product [OH:2][C:3]1[CH:4]=[CH:5][C:6]([C:7]([N:9]2[C:18]3[C:13](=[CH:14][CH:15]=[CH:16][CH:17]=3)[C@H:12]([N:19]([C:23]3[CH:24]=[CH:25][CH:26]=[CH:27][CH:28]=3)[C:20](=[O:22])[CH3:21])[CH2:11][C@@H:10]2[CH3:29])=[O:8])=[CH:30][CH:31]=1, predict the reactants needed to synthesize it. The reactants are: C[O:2][C:3]1[CH:31]=[CH:30][C:6]([C:7]([N:9]2[C:18]3[C:13](=[CH:14][CH:15]=[CH:16][CH:17]=3)[CH:12]([N:19]([C:23]3[CH:28]=[CH:27][CH:26]=[CH:25][CH:24]=3)[C:20](=[O:22])[CH3:21])[CH2:11][CH:10]2[CH3:29])=[O:8])=[CH:5][CH:4]=1.B(Br)(Br)Br.C(OCC)(=O)C. (4) Given the product [Br:1][CH2:37][C:38]([C:40]1[CH:41]=[C:42]([Br:48])[C:43]([OH:47])=[C:44]([Br:46])[CH:45]=1)=[O:39], predict the reactants needed to synthesize it. The reactants are: [Br-:1].[Br-].[Br-].C([N+](C)(C)C)C1C=CC=CC=1.C([N+](C)(C)C)C1C=CC=CC=1.C([N+](C)(C)C)C1C=CC=CC=1.[CH3:37][C:38]([C:40]1[CH:45]=[C:44]([Br:46])[C:43]([OH:47])=[C:42]([Br:48])[CH:41]=1)=[O:39].O. (5) Given the product [CH3:1][C:2]1[N:6]=[C:5]([CH3:7])[N:4]([C:8]2[CH:13]=[C:12]([C@@H:14]3[CH2:15][C@H:19]3[C:20]([O:22][CH2:23][CH3:24])=[O:21])[CH:11]=[C:10]([CH3:16])[N:9]=2)[N:3]=1, predict the reactants needed to synthesize it. The reactants are: [CH3:1][C:2]1[N:6]=[C:5]([CH3:7])[N:4]([C:8]2[CH:13]=[C:12]([CH:14]=[CH2:15])[CH:11]=[C:10]([CH3:16])[N:9]=2)[N:3]=1.[N+](=[CH:19][C:20]([O:22][CH2:23][CH3:24])=[O:21])=[N-]. (6) The reactants are: [C:1]([C:5]1[CH:10]=[CH:9][C:8]([S:11]([N:14]([CH2:25][C:26]([OH:28])=O)[C:15]2[CH:16]=[C:17]3[C:22](=[CH:23][CH:24]=2)[N:21]=[CH:20][CH:19]=[CH:18]3)(=[O:13])=[O:12])=[CH:7][CH:6]=1)([CH3:4])([CH3:3])[CH3:2].[CH:29]1([NH:32][CH2:33][C:34]2[CH:39]=[CH:38][C:37]([O:40][CH3:41])=[C:36]([O:42][CH3:43])[CH:35]=2)[CH2:31][CH2:30]1. Given the product [C:1]([C:5]1[CH:6]=[CH:7][C:8]([S:11]([N:14]([C:15]2[CH:24]=[C:23]3[C:22](=[CH:17][CH:16]=2)[N:21]=[CH:20][CH:19]=[CH:18]3)[CH2:25][C:26]([N:32]([CH:29]2[CH2:31][CH2:30]2)[CH2:33][C:34]2[CH:39]=[CH:38][C:37]([O:40][CH3:41])=[C:36]([O:42][CH3:43])[CH:35]=2)=[O:28])(=[O:12])=[O:13])=[CH:9][CH:10]=1)([CH3:2])([CH3:4])[CH3:3], predict the reactants needed to synthesize it.